This data is from Retrosynthesis with 50K atom-mapped reactions and 10 reaction types from USPTO. The task is: Predict the reactants needed to synthesize the given product. (1) Given the product OC1CN(c2cc(Cl)nc3cc(-c4ccccc4)nn23)C1, predict the reactants needed to synthesize it. The reactants are: Clc1cc(Cl)n2nc(-c3ccccc3)cc2n1.OC1CNC1. (2) Given the product COC(=O)c1cc(Cl)ccc1OCCCNC(C)=O, predict the reactants needed to synthesize it. The reactants are: CC(=O)Cl.COC(=O)c1cc(Cl)ccc1OCCCN. (3) The reactants are: C[Si](C)(C)CCOCCl.O=Cc1ccc2[nH]ccc2c1. Given the product C[Si](C)(C)CCOCn1ccc2cc(C=O)ccc21, predict the reactants needed to synthesize it. (4) Given the product OCC1CN(Cc2ccc(-c3noc(-c4nnn(-c5ccccc5F)c4-c4ccncc4)n3)cc2)CCO1, predict the reactants needed to synthesize it. The reactants are: O=Cc1ccc(-c2noc(-c3nnn(-c4ccccc4F)c3-c3ccncc3)n2)cc1.OCC1CNCCO1. (5) Given the product COC(=O)c1ccc(Nc2ccc3ccccc3c2OC)cc1, predict the reactants needed to synthesize it. The reactants are: COC(=O)c1ccc(Br)cc1.COc1c(N)ccc2ccccc12. (6) Given the product CN1C(=O)CC[C@]2(C)c3ccc(-c4cccc(Cl)c4Cl)cc3CC[C@@H]12, predict the reactants needed to synthesize it. The reactants are: CN1C(=O)CC[C@]2(C)c3ccc(Br)cc3CC[C@@H]12.OB(O)c1cccc(Cl)c1Cl. (7) Given the product CC(=NO)c1ccc(N)cc1, predict the reactants needed to synthesize it. The reactants are: CC(=O)c1ccc(N)cc1.NO.